Dataset: Peptide-MHC class I binding affinity with 185,985 pairs from IEDB/IMGT. Task: Regression. Given a peptide amino acid sequence and an MHC pseudo amino acid sequence, predict their binding affinity value. This is MHC class I binding data. (1) The peptide sequence is WIKDIMTSTR. The MHC is HLA-A03:01 with pseudo-sequence HLA-A03:01. The binding affinity (normalized) is 0.289. (2) The peptide sequence is GVNDTEAHA. The MHC is HLA-A02:12 with pseudo-sequence HLA-A02:12. The binding affinity (normalized) is 0.0847. (3) The peptide sequence is YSLLNRKAI. The MHC is HLA-A23:01 with pseudo-sequence HLA-A23:01. The binding affinity (normalized) is 0.0847. (4) The peptide sequence is LSFNVDFTH. The MHC is HLA-B58:01 with pseudo-sequence HLA-B58:01. The binding affinity (normalized) is 0.363. (5) The peptide sequence is LPNPAFIHI. The MHC is H-2-Kd with pseudo-sequence H-2-Kd. The binding affinity (normalized) is 0.100. (6) The peptide sequence is IEFIEVVRL. The MHC is HLA-B15:09 with pseudo-sequence HLA-B15:09. The binding affinity (normalized) is 0.0847.